Dataset: Reaction yield outcomes from USPTO patents with 853,638 reactions. Task: Predict the reaction yield, written as a fraction of the theoretical maximum amount of product (1.0 means a 100% yield; for example, 0.34 means a 34% yield). (1) The reactants are C([Si](C)(C)[O:6][CH2:7][CH2:8][N:9]1[CH:13]=[CH:12][C:11]([NH:14][C:15](=[O:35])[C@@H:16]([C:23]2[CH:28]=[CH:27][C:26]([S:29]([CH3:32])(=[O:31])=[O:30])=[C:25]([C:33]#[N:34])[CH:24]=2)[CH2:17][CH:18]2[CH2:22][CH2:21][CH2:20][CH2:19]2)=[N:10]1)(C)(C)C.C(O)C. The catalyst is Cl.C(#N)C. The product is [C:33]([C:25]1[CH:24]=[C:23]([C@@H:16]([CH2:17][CH:18]2[CH2:19][CH2:20][CH2:21][CH2:22]2)[C:15]([NH:14][C:11]2[CH:12]=[CH:13][N:9]([CH2:8][CH2:7][OH:6])[N:10]=2)=[O:35])[CH:28]=[CH:27][C:26]=1[S:29]([CH3:32])(=[O:30])=[O:31])#[N:34]. The yield is 0.770. (2) The reactants are [NH2:1][CH2:2][CH2:3][N:4]1[C:13]2[CH:12]=[CH:11][CH:10]=[CH:9][C:8]=2[C:7]2[NH:14][N:15]=[C:16]([CH3:17])[C:6]=2[C:5]1=[O:18].[CH:19](=O)[C:20]1[CH:25]=[CH:24][CH:23]=[CH:22][CH:21]=1.C(N(C(C)C)CC)(C)C.C(O[BH-](OC(=O)C)OC(=O)C)(=O)C.[Na+]. The catalyst is C1COCC1. The product is [CH2:19]([NH:1][CH2:2][CH2:3][N:4]1[C:13]2[CH:12]=[CH:11][CH:10]=[CH:9][C:8]=2[C:7]2[NH:14][N:15]=[C:16]([CH3:17])[C:6]=2[C:5]1=[O:18])[C:20]1[CH:25]=[CH:24][CH:23]=[CH:22][CH:21]=1. The yield is 0.300. (3) The reactants are [H-].[Na+].C(OP(C[CH2:12][C:13]#[N:14])(=O)OCC)C.[F:15][C:16]1[CH:21]=[CH:20][C:19]([C:22]([C:24]2[CH:29]=[CH:28][C:27]([O:30][CH3:31])=[CH:26][CH:25]=2)=O)=[CH:18][CH:17]=1. The catalyst is C1COCC1. The product is [F:15][C:16]1[CH:21]=[CH:20][C:19](/[C:22](/[C:24]2[CH:29]=[CH:28][C:27]([O:30][CH3:31])=[CH:26][CH:25]=2)=[CH:12]\[C:13]#[N:14])=[CH:18][CH:17]=1. The yield is 0.318. (4) The reactants are [F:1][CH2:2][CH2:3][N:4]1[CH2:7][CH:6]([NH:8][C:9]2[CH:14]=[CH:13][C:12]([NH2:15])=[C:11]([O:16][CH3:17])[CH:10]=2)[CH2:5]1.CS([C:21]1[N:22]=[CH:23][C:24]2[CH:30]=[CH:29][C:28](=[O:31])[N:27]([C:32]3[CH:33]=[C:34]([NH:38][C:39](=[O:42])[CH:40]=[CH2:41])[CH:35]=[CH:36][CH:37]=3)[C:25]=2[N:26]=1)=O.CCN(C(C)C)C(C)C. The catalyst is O1CCOCC1.CC(O)(C)C.CS(C)=O. The product is [F:1][CH2:2][CH2:3][N:4]1[CH2:7][CH:6]([NH:8][C:9]2[CH:14]=[CH:13][C:12]([NH:15][C:21]3[N:22]=[CH:23][C:24]4[CH:30]=[CH:29][C:28](=[O:31])[N:27]([C:32]5[CH:33]=[C:34]([NH:38][C:39](=[O:42])[CH:40]=[CH2:41])[CH:35]=[CH:36][CH:37]=5)[C:25]=4[N:26]=3)=[C:11]([O:16][CH3:17])[CH:10]=2)[CH2:5]1. The yield is 0.310. (5) The reactants are [F:1][CH:2]1[C:7](=O)[CH2:6][CH2:5][N:4]([C:9]([O:11][C:12]([CH3:15])([CH3:14])[CH3:13])=[O:10])[CH2:3]1.C([NH2:23])C1C=CC=CC=1.C(O[BH-](OC(=O)C)OC(=O)C)(=O)C.[Na+]. The catalyst is ClCCCl. The product is [C:12]([O:11][C:9]([N:4]1[CH2:5][CH2:6][C@H:7]([NH2:23])[C@H:2]([F:1])[CH2:3]1)=[O:10])([CH3:15])([CH3:14])[CH3:13]. The yield is 0.426.